From a dataset of Catalyst prediction with 721,799 reactions and 888 catalyst types from USPTO. Predict which catalyst facilitates the given reaction. Reactant: Br[C:2]1[C:6]2[CH:7]=[CH:8][CH:9]=[CH:10][C:5]=2[O:4][CH:3]=1.C([Li])CCC.[CH2:16]([Sn:20](Cl)([CH2:25][CH2:26][CH2:27][CH3:28])[CH2:21][CH2:22][CH2:23][CH3:24])[CH2:17][CH2:18][CH3:19]. Product: [CH2:25]([Sn:20]([CH2:16][CH2:17][CH2:18][CH3:19])([CH2:21][CH2:22][CH2:23][CH3:24])[C:2]1[C:6]2[CH:7]=[CH:8][CH:9]=[CH:10][C:5]=2[O:4][CH:3]=1)[CH2:26][CH2:27][CH3:28]. The catalyst class is: 28.